Dataset: Catalyst prediction with 721,799 reactions and 888 catalyst types from USPTO. Task: Predict which catalyst facilitates the given reaction. (1) Reactant: [F:1][C:2]([F:25])([F:24])[C:3]([F:23])([C:19]([F:22])([F:21])[F:20])[CH2:4][CH:5]([C:15]([F:18])([F:17])[F:16])[CH2:6][CH:7]([C:11]([F:14])([F:13])[F:12])[CH2:8][CH2:9]I.[C:26]([O-:29])(=[O:28])[CH3:27].[Na+].CN(C)C=O. Product: [C:26]([O:29][CH2:9][CH2:8][CH:7]([C:11]([F:14])([F:13])[F:12])[CH2:6][CH:5]([C:15]([F:18])([F:17])[F:16])[CH2:4][C:3]([F:23])([C:19]([F:22])([F:21])[F:20])[C:2]([F:25])([F:24])[F:1])(=[O:28])[CH3:27]. The catalyst class is: 6. (2) Reactant: [NH:1]1[C:9]2[C:4](=[CH:5][CH:6]=[CH:7][CH:8]=2)[C:3](/[CH:10]=[CH:11]/[C:12]2[CH:20]=[CH:19][C:15]([C:16]([OH:18])=O)=[CH:14][CH:13]=2)=[N:2]1.C(OC([N:28]1[CH2:33][CH2:32][CH:31]([NH2:34])[CH2:30][CH2:29]1)=O)(C)(C)C.O.ON1C2C=CC=CC=2N=N1.[ClH:46].C(N=C=NCCCN(C)C)C.CN1CCOCC1.Cl.CO. Product: [ClH:46].[ClH:46].[NH:1]1[C:9]2[C:4](=[CH:5][CH:6]=[CH:7][CH:8]=2)[C:3](/[CH:10]=[CH:11]/[C:12]2[CH:13]=[CH:14][C:15]([C:16]([NH:34][CH:31]3[CH2:32][CH2:33][NH:28][CH2:29][CH2:30]3)=[O:18])=[CH:19][CH:20]=2)=[N:2]1. The catalyst class is: 5. (3) Reactant: [Br:1][C:2]1[CH:7]=[CH:6][N:5]=[C:4]2[NH:8][CH:9]=[CH:10][C:3]=12.[H-].[Na+].[C:13]1([S:19](Cl)(=[O:21])=[O:20])[CH:18]=[CH:17][CH:16]=[CH:15][CH:14]=1. Product: [Br:1][C:2]1[CH:7]=[CH:6][N:5]=[C:4]2[N:8]([S:19]([C:13]3[CH:18]=[CH:17][CH:16]=[CH:15][CH:14]=3)(=[O:21])=[O:20])[CH:9]=[CH:10][C:3]=12. The catalyst class is: 9. (4) Reactant: [C:1]([C:3]1[N:7]([CH:8]2[CH2:13][CH2:12][N:11]([C:14]([O:16][CH:17]([CH3:19])[CH3:18])=[O:15])[CH2:10][CH2:9]2)[N:6]=[CH:5][C:4]=1[CH:20]=[O:21])#[N:2].[CH3:22][Mg]Br. Product: [C:1]([C:3]1[N:7]([CH:8]2[CH2:13][CH2:12][N:11]([C:14]([O:16][CH:17]([CH3:19])[CH3:18])=[O:15])[CH2:10][CH2:9]2)[N:6]=[CH:5][C:4]=1[CH:20]([OH:21])[CH3:22])#[N:2]. The catalyst class is: 7. (5) Reactant: [Cl:1][C:2]1[CH:3]=[C:4]([C:8]2[CH:20]=[CH:19][C:11]3[S:12][C:13]([C:15]([O:17]C)=[O:16])=[CH:14][C:10]=3[CH:9]=2)[CH:5]=[CH:6][CH:7]=1.O.[OH-].[Li+].O. Product: [Cl:1][C:2]1[CH:3]=[C:4]([C:8]2[CH:20]=[CH:19][C:11]3[S:12][C:13]([C:15]([OH:17])=[O:16])=[CH:14][C:10]=3[CH:9]=2)[CH:5]=[CH:6][CH:7]=1. The catalyst class is: 5.